The task is: Predict the reactants needed to synthesize the given product.. This data is from Full USPTO retrosynthesis dataset with 1.9M reactions from patents (1976-2016). (1) The reactants are: [Cl:1][C:2]1[CH:3]=[CH:4][C:5]([CH3:8])=[N:6][CH:7]=1.C1([Li])C=CC=CC=1.[C:16]1([C@H:22]2[O:25][C@@H:23]2[CH3:24])[CH:21]=[CH:20][CH:19]=[CH:18][CH:17]=1. Given the product [Cl:1][C:2]1[CH:3]=[CH:4][C:5]([CH2:8][C@@H:22]([C:16]2[CH:21]=[CH:20][CH:19]=[CH:18][CH:17]=2)[C@H:23]([OH:25])[CH3:24])=[N:6][CH:7]=1, predict the reactants needed to synthesize it. (2) The reactants are: [NH2:1][C:2]1[N:10]=[C:9]2[C:5]([NH:6][C:7](=[O:14])[N:8]2[CH2:11][CH2:12][OH:13])=[C:4]([Cl:15])[N:3]=1.[C:16]([O-])([O-])=O.[K+].[K+].CI. Given the product [NH2:1][C:2]1[N:10]=[C:9]2[C:5]([N:6]([CH3:16])[C:7](=[O:14])[N:8]2[CH2:11][CH2:12][OH:13])=[C:4]([Cl:15])[N:3]=1, predict the reactants needed to synthesize it. (3) Given the product [ClH:18].[CH3:12][O:11][C:4]1[CH:3]=[C:2]([NH:1][NH2:13])[CH:10]=[CH:9][C:5]=1[C:6]([OH:8])=[O:7], predict the reactants needed to synthesize it. The reactants are: [NH2:1][C:2]1[CH:10]=[CH:9][C:5]([C:6]([OH:8])=[O:7])=[C:4]([O:11][CH3:12])[CH:3]=1.[N:13]([O-])=O.[Na+].[Sn](Cl)[Cl:18]. (4) Given the product [C:1]([C:4]1[C:22](=[O:23])[C@@:8]2([CH3:24])[C:9]3[C:15]([OH:16])=[CH:14][C:13]([O:17][CH3:18])=[C:12]([C:19]([NH:21][CH2:39][C:28]4[C:29]5[C:34](=[CH:33][CH:32]=[CH:31][CH:30]=5)[C:35]([CH3:38])=[C:36]([CH3:37])[C:27]=4[CH3:26])=[O:20])[C:10]=3[O:11][C:7]2=[CH:6][C:5]=1[OH:25])(=[O:3])[CH3:2], predict the reactants needed to synthesize it. The reactants are: [C:1]([C:4]1[C:22](=[O:23])[C@@:8]2([CH3:24])[C:9]3[C:15]([OH:16])=[CH:14][C:13]([O:17][CH3:18])=[C:12]([C:19]([NH2:21])=[O:20])[C:10]=3[O:11][C:7]2=[CH:6][C:5]=1[OH:25])(=[O:3])[CH3:2].[CH3:26][C:27]1[C:36]([CH3:37])=[C:35]([CH3:38])[C:34]2[C:29](=[CH:30][CH:31]=[CH:32][CH:33]=2)[C:28]=1[CH:39]=O.C([SiH](CC)CC)C.FC(F)(F)C(O)=O. (5) Given the product [N+:20]([C:5]1[CH:6]=[C:7]([CH:11]=[CH:12][C:4]=1[O:3][C:2]([F:13])([F:14])[F:1])[C:8]([OH:10])=[O:9])([O-:22])=[O:21], predict the reactants needed to synthesize it. The reactants are: [F:1][C:2]([F:14])([F:13])[O:3][C:4]1[CH:12]=[CH:11][C:7]([C:8]([OH:10])=[O:9])=[CH:6][CH:5]=1.S(=O)(=O)(O)O.[N+:20]([O-])([OH:22])=[O:21]. (6) The reactants are: [C:1]([NH:9][C:10]1[CH:15]=[CH:14][C:13]([C:16]2[CH:24]=[C:23]3[C:19]([CH2:20][N:21]([C@@H:26]([CH:30]([CH3:32])[CH3:31])[C:27]([OH:29])=[O:28])[C:22]3=[O:25])=[CH:18][CH:17]=2)=[CH:12][CH:11]=1)(=[O:8])C1C=CC=CC=1.[C:33]1([C:39]2[NH:40][C:41](C(OCC)=O)=[N:42][N:43]=2)[CH:38]=[CH:37][CH:36]=[CH:35][CH:34]=1. Given the product [CH3:31][CH:30]([CH3:32])[C@H:26]([N:21]1[CH2:20][C:19]2[C:23](=[CH:24][C:16]([C:13]3[CH:14]=[CH:15][C:10]([NH:9][C:1]([C:41]4[NH:40][C:39]([C:33]5[CH:38]=[CH:37][CH:36]=[CH:35][CH:34]=5)=[N:43][N:42]=4)=[O:8])=[CH:11][CH:12]=3)=[CH:17][CH:18]=2)[C:22]1=[O:25])[C:27]([OH:29])=[O:28], predict the reactants needed to synthesize it. (7) Given the product [Cl:8][C:6]1[N:5]=[C:4]([NH:9][C:10]2[NH:14][N:13]=[C:12]([CH:15]3[CH2:17][CH2:16]3)[CH:11]=2)[N:3]=[C:2]([N:28]2[C@H:27]([C:25]([NH:24][C:19]3[CH:20]=[N:21][CH:22]=[CH:23][N:18]=3)=[O:26])[CH2:32][C@H:31]3[C@@H:29]2[CH2:30]3)[N:7]=1, predict the reactants needed to synthesize it. The reactants are: Cl[C:2]1[N:7]=[C:6]([Cl:8])[N:5]=[C:4]([NH:9][C:10]2[NH:14][N:13]=[C:12]([CH:15]3[CH2:17][CH2:16]3)[CH:11]=2)[N:3]=1.[N:18]1[CH:23]=[CH:22][N:21]=[CH:20][C:19]=1[NH:24][C:25]([C@@H:27]1[CH2:32][C@H:31]2[C@H:29]([CH2:30]2)[NH:28]1)=[O:26].ClC1N=C(NC2NN=C(C3CC3)C=2)N=C(N2CCC[C@@]2(C)C(NC2C=NC(F)=CC=2)=O)N=1. (8) Given the product [CH2:1]([C:8]1[CH:13]=[CH:12][C:11]([B:19]2[O:23][C:22]([CH3:25])([CH3:24])[C:21]([CH3:27])([CH3:26])[O:20]2)=[CH:10][C:9]=1[C:15]([F:18])([F:17])[F:16])[C:2]1[CH:7]=[CH:6][CH:5]=[CH:4][CH:3]=1, predict the reactants needed to synthesize it. The reactants are: [CH2:1]([C:8]1[CH:13]=[CH:12][C:11](Br)=[CH:10][C:9]=1[C:15]([F:18])([F:17])[F:16])[C:2]1[CH:7]=[CH:6][CH:5]=[CH:4][CH:3]=1.[B:19]1([B:19]2[O:23][C:22]([CH3:25])([CH3:24])[C:21]([CH3:27])([CH3:26])[O:20]2)[O:23][C:22]([CH3:25])([CH3:24])[C:21]([CH3:27])([CH3:26])[O:20]1. (9) Given the product [CH2:13]([N:15]1[CH2:16][CH:17]=[C:18]([C:7]2[C:6]3[C:10](=[CH:11][CH:12]=[C:4]([N+:1]([O-:3])=[O:2])[CH:5]=3)[NH:9][CH:8]=2)[CH2:19][CH2:20]1)[CH3:14], predict the reactants needed to synthesize it. The reactants are: [N+:1]([C:4]1[CH:5]=[C:6]2[C:10](=[CH:11][CH:12]=1)[NH:9][CH:8]=[CH:7]2)([O-:3])=[O:2].[CH2:13]([N:15]1[CH2:20][CH2:19][C:18](=O)[CH2:17][CH2:16]1)[CH3:14].N1CCCC1.